From a dataset of Full USPTO retrosynthesis dataset with 1.9M reactions from patents (1976-2016). Predict the reactants needed to synthesize the given product. (1) Given the product [F:33][C:31]1[C:21]([NH:22][C:23]([O:25][CH2:26][CH2:27][CH2:28][CH2:29][CH3:30])=[O:24])=[N:20][C:18](=[O:19])[N:17]([CH:32]=1)[C@@H:7]1[O:8][C@H:9]([CH3:16])[C@@H:10]([OH:11])[C@H:6]1[OH:5], predict the reactants needed to synthesize it. The reactants are: COC([O:5][C@@H:6]1[C@H:10]([O:11]C(OC)=O)[C@@H:9]([CH3:16])[O:8][C@H:7]1[N:17]1[CH:32]=[C:31]([F:33])[C:21]([NH:22][C:23]([O:25][CH2:26][CH2:27][CH2:28][CH2:29][CH3:30])=[O:24])=[N:20][C:18]1=[O:19])=O.CO.[OH-].[Na+].Cl. (2) Given the product [OH:5][C:6]1[C:23]([N+:1]([O-:4])=[O:2])=[CH:22][C:9]2[CH2:10][CH2:11][N:12]([C:15]([O:17][C:18]([CH3:19])([CH3:21])[CH3:20])=[O:16])[CH2:13][CH2:14][C:8]=2[CH:7]=1, predict the reactants needed to synthesize it. The reactants are: [N+:1]([O-:4])(O)=[O:2].[OH:5][C:6]1[CH:23]=[CH:22][C:9]2[CH2:10][CH2:11][N:12]([C:15]([O:17][C:18]([CH3:21])([CH3:20])[CH3:19])=[O:16])[CH2:13][CH2:14][C:8]=2[CH:7]=1.C(=O)(O)[O-].[Na+]. (3) The reactants are: [CH3:1][O:2][C:3]1[CH:4]=[C:5]2[C:10](=[CH:11][C:12]=1[O:13][CH3:14])[N:9]=[CH:8][CH:7]=[C:6]2[O:15][C:16]1[CH:22]=[CH:21][C:19]([NH2:20])=[CH:18][C:17]=1[F:23].C(N(CC)CC)C.ClC(Cl)(O[C:35](=[O:41])OC(Cl)(Cl)Cl)Cl.[CH2:43]([N:50]1[CH2:55][CH2:54][CH:53]([NH2:56])[CH2:52][CH2:51]1)[C:44]1[CH:49]=[CH:48][CH:47]=[CH:46][CH:45]=1. Given the product [CH2:43]([N:50]1[CH2:55][CH2:54][CH:53]([NH:56][C:35]([NH:20][C:19]2[CH:21]=[CH:22][C:16]([O:15][C:6]3[C:5]4[C:10](=[CH:11][C:12]([O:13][CH3:14])=[C:3]([O:2][CH3:1])[CH:4]=4)[N:9]=[CH:8][CH:7]=3)=[C:17]([F:23])[CH:18]=2)=[O:41])[CH2:52][CH2:51]1)[C:44]1[CH:45]=[CH:46][CH:47]=[CH:48][CH:49]=1, predict the reactants needed to synthesize it. (4) Given the product [F:1][C:2]1[C:3]([N:10]([CH2:26][O:25][CH2:24][CH2:23][Si:20]([CH3:22])([CH3:21])[CH3:19])[S:11]([CH2:14][CH2:15][CH3:16])(=[O:13])=[O:12])=[N:4][CH:5]=[C:6]([F:9])[C:7]=1[I:8], predict the reactants needed to synthesize it. The reactants are: [F:1][C:2]1[C:3]([NH:10][S:11]([CH2:14][CH2:15][CH3:16])(=[O:13])=[O:12])=[N:4][CH:5]=[C:6]([F:9])[C:7]=1[I:8].[H-].[Na+].[CH3:19][Si:20]([CH2:23][CH2:24][O:25][CH2:26]Cl)([CH3:22])[CH3:21]. (5) The reactants are: [Cl:1][C:2]1[N:10]=[CH:9][C:8]2[NH:7][C:6]3[N:11]=[CH:12][C:13]([F:15])=[CH:14][C:5]=3[C:4]=2[CH:3]=1.[H-].[Na+].[S:18](Cl)([C:21]1[CH:27]=[CH:26][C:24]([CH3:25])=[CH:23][CH:22]=1)(=[O:20])=[O:19].C([O-])(O)=O.[Na+]. Given the product [Cl:1][C:2]1[N:10]=[CH:9][C:8]2[N:7]([S:18]([C:21]3[CH:27]=[CH:26][C:24]([CH3:25])=[CH:23][CH:22]=3)(=[O:20])=[O:19])[C:6]3[N:11]=[CH:12][C:13]([F:15])=[CH:14][C:5]=3[C:4]=2[CH:3]=1, predict the reactants needed to synthesize it. (6) Given the product [F:16][C:17]1[CH:18]=[C:19]([C:23]2[N:24]=[C:25]([N:28]3[CH2:29][CH2:30][N:31]([C:8]([NH:7][C:3]4[N:2]=[N:1][CH:6]=[CH:5][CH:4]=4)=[O:15])[CH2:32][CH2:33]3)[S:26][CH:27]=2)[CH:20]=[CH:21][CH:22]=1, predict the reactants needed to synthesize it. The reactants are: [N:1]1[CH:6]=[CH:5][CH:4]=[C:3]([NH:7][C:8](=[O:15])OCC(Cl)(Cl)Cl)[N:2]=1.[F:16][C:17]1[CH:18]=[C:19]([C:23]2[N:24]=[C:25]([N:28]3[CH2:33][CH2:32][NH:31][CH2:30][CH2:29]3)[S:26][CH:27]=2)[CH:20]=[CH:21][CH:22]=1.C(N(C(C)C)CC)(C)C.O.